This data is from Full USPTO retrosynthesis dataset with 1.9M reactions from patents (1976-2016). The task is: Predict the reactants needed to synthesize the given product. (1) Given the product [Cl:29][C:30]1[CH:36]=[CH:35][C:33]([NH:34][C:16]([C:15]2[N:10]3[CH:11]=[CH:12][CH:13]=[N:14][C:9]3=[N:8][C:7]=2[C:2]2[CH:3]=[CH:4][CH:5]=[CH:6][N:1]=2)=[O:18])=[CH:32][CH:31]=1, predict the reactants needed to synthesize it. The reactants are: [N:1]1[CH:6]=[CH:5][CH:4]=[CH:3][C:2]=1[C:7]1[N:8]=[C:9]2[N:14]=[CH:13][CH:12]=[CH:11][N:10]2[C:15]=1[C:16]([OH:18])=O.ON1C2C=CC=CC=2N=N1.[Cl:29][C:30]1[CH:36]=[CH:35][C:33]([NH2:34])=[CH:32][CH:31]=1. (2) Given the product [CH3:1][O:2][C:3]1[CH:26]=[CH:25][C:6]([CH2:7][N:8]2[C:16]3[C:11](=[CH:12][C:13](/[CH:17]=[C:18]4/[C:19](=[O:24])[N:20]([CH2:39][CH2:38][N:35]5[CH2:36][CH2:37][N:32]([CH3:31])[CH2:33][CH2:34]5)[C:21](=[O:23])[S:22]/4)=[CH:14][CH:15]=3)[CH:10]=[N:9]2)=[C:5]([C:27]([F:30])([F:29])[F:28])[CH:4]=1, predict the reactants needed to synthesize it. The reactants are: [CH3:1][O:2][C:3]1[CH:26]=[CH:25][C:6]([CH2:7][N:8]2[C:16]3[C:11](=[CH:12][C:13](/[CH:17]=[C:18]4/[C:19](=[O:24])[NH:20][C:21](=[O:23])[S:22]/4)=[CH:14][CH:15]=3)[CH:10]=[N:9]2)=[C:5]([C:27]([F:30])([F:29])[F:28])[CH:4]=1.[CH3:31][N:32]1[CH2:37][CH2:36][N:35]([CH2:38][CH2:39]O)[CH2:34][CH2:33]1. (3) Given the product [F:1][C:2]1[C:3]([NH:18][CH:19]([C:24]([CH3:27])([CH3:26])[CH3:25])[CH2:20][C:21]#[N:23])=[N:4][C:5]([C:8]2[C:16]3[C:11](=[N:12][CH:13]=[C:14]([F:17])[CH:15]=3)[NH:10][CH:9]=2)=[N:6][CH:7]=1, predict the reactants needed to synthesize it. The reactants are: [F:1][C:2]1[C:3]([NH:18][CH:19]([C:24]([CH3:27])([CH3:26])[CH3:25])[CH2:20][C:21]([NH2:23])=O)=[N:4][C:5]([C:8]2[C:16]3[C:11](=[N:12][CH:13]=[C:14]([F:17])[CH:15]=3)[NH:10][CH:9]=2)=[N:6][CH:7]=1.FC(F)(F)C(OC(=O)C(F)(F)F)=O. (4) Given the product [Cl:1][C:2]1[CH:7]=[CH:6][N:5]=[C:4]2[N:8]([S:19]([C:16]3[CH:17]=[CH:18][C:13]([CH3:23])=[CH:14][CH:15]=3)(=[O:21])=[O:20])[CH:9]=[C:10]([CH:11]=[O:12])[C:3]=12, predict the reactants needed to synthesize it. The reactants are: [Cl:1][C:2]1[CH:7]=[CH:6][N:5]=[C:4]2[NH:8][CH:9]=[C:10]([CH:11]=[O:12])[C:3]=12.[C:13]1([CH3:23])[CH:18]=[CH:17][C:16]([S:19](Cl)(=[O:21])=[O:20])=[CH:15][CH:14]=1.[OH-].[Na+]. (5) The reactants are: [C:1]12([C:11]3[N:12]([CH2:22][C:23]([NH:25][C:26]([NH2:28])=[NH:27])=[O:24])[C:13]([C:16]4[CH:21]=[CH:20][CH:19]=[CH:18][CH:17]=4)=[CH:14][CH:15]=3)[CH2:10][CH:5]3[CH2:6][CH:7]([CH2:9][CH:3]([CH2:4]3)[CH2:2]1)[CH2:8]2.C(N(CC)CC)C.[CH2:36]([S:38](Cl)(=[O:40])=[O:39])[CH3:37]. Given the product [C:1]12([C:11]3[N:12]([CH2:22][C:23](/[N:25]=[C:26](/[NH2:28])\[NH:27][S:38]([CH2:36][CH3:37])(=[O:40])=[O:39])=[O:24])[C:13]([C:16]4[CH:21]=[CH:20][CH:19]=[CH:18][CH:17]=4)=[CH:14][CH:15]=3)[CH2:8][CH:7]3[CH2:9][CH:3]([CH2:4][CH:5]([CH2:6]3)[CH2:10]1)[CH2:2]2, predict the reactants needed to synthesize it. (6) The reactants are: [CH2:1]([C:4]1[CH:9]=[CH:8][C:7]([NH2:10])=[CH:6][CH:5]=1)[C:2]#[CH:3].C(N(CC)CC)C.[C:18](O[C:18]([O:20][C:21]([CH3:24])([CH3:23])[CH3:22])=[O:19])([O:20][C:21]([CH3:24])([CH3:23])[CH3:22])=[O:19]. Given the product [C:21]([O:20][C:18](=[O:19])[NH:10][C:7]1[CH:8]=[CH:9][C:4]([CH2:1][C:2]#[CH:3])=[CH:5][CH:6]=1)([CH3:24])([CH3:23])[CH3:22], predict the reactants needed to synthesize it. (7) The reactants are: [OH:1][NH:2][C:3](=[NH:13])[C:4]1[CH:9]=[CH:8][C:7]([N+:10]([O-:12])=[O:11])=[CH:6][CH:5]=1.[C:14](OC(=O)C)(=O)[CH3:15]. Given the product [CH3:14][C:15]1[O:1][N:2]=[C:3]([C:4]2[CH:5]=[CH:6][C:7]([N+:10]([O-:12])=[O:11])=[CH:8][CH:9]=2)[N:13]=1, predict the reactants needed to synthesize it. (8) The reactants are: [Cl:1][C:2]1[N:7]=[C:6]([CH3:8])[C:5]([C:9]#[CH:10])=[CH:4][CH:3]=1.[C:11]([O:17][CH2:18][N:19]=[N+:20]=[N-:21])(=[O:16])[C:12]([CH3:15])([CH3:14])[CH3:13]. Given the product [C:11]([O:17][CH2:18][N:19]1[CH:10]=[C:9]([C:5]2[C:6]([CH3:8])=[N:7][C:2]([Cl:1])=[CH:3][CH:4]=2)[N:21]=[N:20]1)(=[O:16])[C:12]([CH3:15])([CH3:14])[CH3:13], predict the reactants needed to synthesize it. (9) The reactants are: [Cl-].[Li+].C([Mg]Br)C.C(Br)[CH2:8][C@H:9]([CH2:11][CH2:12][CH:13]=[C:14](C)C)[CH3:10].CC(=CCC[C@H](C)CCCC)C.C[C:31]([CH3:33])=[O:32].[OH:34]S(O)(=O)=O.O=[Cr](=O)=O. Given the product [CH3:8][C@H:9]([CH2:11][CH2:12][CH2:13][CH3:14])[CH2:10][CH2:33][C:31]([OH:34])=[O:32], predict the reactants needed to synthesize it.